This data is from Full USPTO retrosynthesis dataset with 1.9M reactions from patents (1976-2016). The task is: Predict the reactants needed to synthesize the given product. (1) Given the product [F:1][C:2]1[C:10]([CH3:11])=[CH:9][CH:8]=[C:7]([F:12])[C:3]=1[C:4]([O:6][CH3:17])=[O:5], predict the reactants needed to synthesize it. The reactants are: [F:1][C:2]1[C:10]([CH3:11])=[CH:9][CH:8]=[C:7]([F:12])[C:3]=1[C:4]([OH:6])=[O:5].S(Cl)(Cl)=O.[CH3:17]O. (2) Given the product [NH3:1].[CH2:44]([Cl:46])[Cl:45].[CH:19]([N:22]1[CH2:27][CH2:26][N:25]([CH2:15][C:14]2[CH:17]=[CH:18][C:11]([O:10][CH2:9][CH2:8][CH2:7][N:1]3[CH2:6][CH2:5][CH2:4][CH2:3][CH2:2]3)=[CH:12][CH:13]=2)[CH2:24][CH2:23]1)([CH3:21])[CH3:20], predict the reactants needed to synthesize it. The reactants are: [N:1]1([CH2:7][CH2:8][CH2:9][O:10][C:11]2[CH:18]=[CH:17][C:14]([CH:15]=O)=[CH:13][CH:12]=2)[CH2:6][CH2:5][CH2:4][CH2:3][CH2:2]1.[CH:19]([N:22]1[CH2:27][CH2:26][NH:25][CH2:24][CH2:23]1)([CH3:21])[CH3:20].C(O[BH-](OC(=O)C)OC(=O)C)(=O)C.[Na+].[OH-].[Na+].[CH2:44]([Cl:46])[Cl:45]. (3) Given the product [Br:1][C:2]1[CH:3]=[CH:4][C:5]([O:17][CH3:18])=[C:6]([C:8]2[CH:13]=[CH:12][CH:11]=[CH:10][C:9]=2[C:25]2[N:24]=[C:23]([C:22]([O:21][CH2:19][CH3:20])=[O:30])[CH:28]=[CH:27][CH:26]=2)[CH:7]=1, predict the reactants needed to synthesize it. The reactants are: [Br:1][C:2]1[CH:3]=[CH:4][C:5]([O:17][CH3:18])=[C:6]([C:8]2[CH:13]=[CH:12][CH:11]=[CH:10][C:9]=2B(O)O)[CH:7]=1.[CH2:19]([O:21][C:22](=[O:30])[C:23]1[CH:28]=[CH:27][CH:26]=[C:25](Br)[N:24]=1)[CH3:20].C(=O)([O-])[O-].[K+].[K+]. (4) Given the product [NH2:22][C:21]1[C:3]2=[C:4]([C:13]3[CH:14]=[CH:15][C:16]([O:19][CH3:20])=[CH:17][CH:18]=3)[C:5]([C:7]3[CH:8]=[CH:9][CH:10]=[CH:11][CH:12]=3)=[CH:6][N:2]2[N:1]=[CH:30][N:32]=1, predict the reactants needed to synthesize it. The reactants are: [NH2:1][N:2]1[CH:6]=[C:5]([C:7]2[CH:12]=[CH:11][CH:10]=[CH:9][CH:8]=2)[C:4]([C:13]2[CH:18]=[CH:17][C:16]([O:19][CH3:20])=[CH:15][CH:14]=2)=[C:3]1[C:21]#[N:22].O.C(OCC)(=O)C.[CH:30]([NH2:32])=O. (5) Given the product [CH2:1]([O:8][C:9]1[CH:10]=[CH:11][CH:12]=[C:13]2[C:17]=1[NH:16][CH:15]=[C:14]2[CH2:18][C@H:19]([NH:21][CH2:22][C@@H:23]([C:24]1[CH:25]=[N:26][CH:27]=[CH:28][CH:29]=1)[OH:30])[CH3:20])[C:2]1[CH:7]=[CH:6][CH:5]=[CH:4][CH:3]=1, predict the reactants needed to synthesize it. The reactants are: [CH2:1]([O:8][C:9]1[CH:10]=[CH:11][CH:12]=[C:13]2[C:17]=1[NH:16][CH:15]=[C:14]2[CH2:18][C@H:19]([NH:21][C:22](=O)[C@H:23]([OH:30])[C:24]1[CH:25]=[N:26][CH:27]=[CH:28][CH:29]=1)[CH3:20])[C:2]1[CH:7]=[CH:6][CH:5]=[CH:4][CH:3]=1.Cl.